Dataset: Full USPTO retrosynthesis dataset with 1.9M reactions from patents (1976-2016). Task: Predict the reactants needed to synthesize the given product. (1) The reactants are: C(OC(=O)[NH:7][C@@H:8]([CH2:13][O:14][CH3:15])[C:9]([CH3:12])([CH3:11])[CH3:10])(C)(C)C.[F:17][C:18]([F:23])([F:22])[C:19]([OH:21])=[O:20]. Given the product [F:17][C:18]([F:23])([F:22])[C:19]([OH:21])=[O:20].[CH3:15][O:14][CH2:13][C@H:8]([NH2:7])[C:9]([CH3:12])([CH3:11])[CH3:10], predict the reactants needed to synthesize it. (2) Given the product [I:1][C:2]1[C:7]([O:8][CH2:10][O:11][CH3:12])=[CH:6][CH:5]=[CH:4][N:3]=1, predict the reactants needed to synthesize it. The reactants are: [I:1][C:2]1[C:7]([OH:8])=[CH:6][CH:5]=[CH:4][N:3]=1.Cl[CH2:10][O:11][CH3:12]. (3) Given the product [I:1][C:2]1[CH:3]=[CH:4][C:5]([C:8]2[NH:12][C:11]([C@@H:13]([N:17]3[C:21](=[O:22])[C@@H:20]([CH2:23][C:24]#[CH:25])[NH:19][C:18]3=[O:28])[CH2:14][C:16]3[CH:40]=[CH:39][CH:37]=[CH:36][CH:45]=3)=[N:10][CH:9]=2)=[CH:6][CH:7]=1, predict the reactants needed to synthesize it. The reactants are: [I:1][C:2]1[CH:7]=[CH:6][C:5]([C:8]2[NH:12][C:11]([C@@H:13]([N:17]3[C:21](=[O:22])[C@@H:20]([CH2:23][CH2:24][C:25](O)=O)[NH:19][C:18]3=[O:28])[CH:14]([CH3:16])C)=[N:10][CH:9]=2)=[CH:4][CH:3]=1.C(OC(=O)N[C@H:36]([C:45]1NC(C2C=CC=CC=2F)=CN=1)[C@H:37]([C:39]1C=CC=C[CH:40]=1)C)(C)(C)C.IC1C=CC(C(=O)C)=CC=1.C(OC(N[C@H](C1C=CC(OCC(=O)N(C)C)=CC=1)C(O)=O)=O)(C)(C)C.ClN1C(=O)CCC1=O.C(OC(N[C@H](CC#C)C(O)=O)=O)(C)(C)C.FC(F)(F)C(O)=O.Cl[Si](C)(C)C. (4) Given the product [CH2:1]([O:6][C:7]([NH:9][C@H:10]([C:15]([OH:17])=[O:16])[CH2:11][CH2:12][CH2:13][CH3:14])=[O:8])[CH2:2][CH2:3][CH2:4][CH2:5][CH:18]=[CH2:19], predict the reactants needed to synthesize it. The reactants are: [CH2:1]([O:6][C:7]([NH:9][C@H:10]([C:15]([OH:17])=[O:16])[CH2:11][CH2:12][CH2:13][CH3:14])=[O:8])[CH2:2][CH2:3][CH:4]=[CH2:5].[CH2:18](O)[CH2:19]CCCC=C. (5) Given the product [CH2:1]([O:3][C:4]([C:6]1[CH:7]=[C:8]2[C:13](=[CH:14][CH:15]=1)[NH:12][CH:11]([C:16]1[CH:17]=[C:18]([C:22]3[CH:23]=[CH:24][C:25]([C:28](=[O:29])[NH:77][C:73]([CH3:76])([CH3:75])[CH3:74])=[CH:26][CH:27]=3)[CH:19]=[CH:20][CH:21]=1)[C:10]([CH3:31])([CH3:32])[CH2:9]2)=[O:5])[CH3:2], predict the reactants needed to synthesize it. The reactants are: [CH2:1]([O:3][C:4]([C:6]1[CH:7]=[C:8]2[C:13](=[CH:14][CH:15]=1)[NH:12][CH:11]([C:16]1[CH:17]=[C:18]([C:22]3[CH:27]=[CH:26][C:25]([C:28](O)=[O:29])=[CH:24][CH:23]=3)[CH:19]=[CH:20][CH:21]=1)[C:10]([CH3:32])([CH3:31])[CH2:9]2)=[O:5])[CH3:2].C[NH3+].F[P-](F)(F)(F)(F)F.N1(OC(N(C)C)=[N+](C)C)C2N=CC=CC=2N=N1.F[P-](F)(F)(F)(F)F.C(N(CC)CC)C.[C:73]([NH2:77])([CH3:76])([CH3:75])[CH3:74]. (6) Given the product [CH2:1]([O:8][C:9]([N:11]1[CH2:15][CH2:14][CH2:13][C@H:12]1[C:16]1[NH:20][C:19]2[CH:21]=[CH:22][C:23]([C:45]3[CH:46]=[CH:35][CH:36]=[C:37]([C:38](=[O:39])[NH:40][CH:41]4[CH2:43][CH2:42]4)[CH:44]=3)=[CH:24][C:18]=2[N:17]=1)=[O:10])[C:2]1[CH:3]=[CH:4][CH:5]=[CH:6][CH:7]=1, predict the reactants needed to synthesize it. The reactants are: [CH2:1]([O:8][C:9]([N:11]1[CH2:15][CH2:14][CH2:13][C@H:12]1[C:16]1[NH:20][C:19]2[CH:21]=[CH:22][C:23](B3OC(C)(C)C(C)(C)O3)=[CH:24][C:18]=2[N:17]=1)=[O:10])[C:2]1[CH:7]=[CH:6][CH:5]=[CH:4][CH:3]=1.Br[C:35]1[CH:36]=[C:37]([CH:44]=[CH:45][CH:46]=1)[C:38]([NH:40][CH:41]1[CH2:43][CH2:42]1)=[O:39].CN(C=O)C. (7) Given the product [CH2:1]([NH:3][C:4]([C:6]1[C:14]2[C:9](=[N:10][CH:11]=[C:12]([O:56][C:52]3[CH:53]=[CH:54][CH:55]=[C:50]([CH2:48][CH3:49])[CH:51]=3)[N:13]=2)[NH:8][CH:7]=1)=[O:5])[CH3:2], predict the reactants needed to synthesize it. The reactants are: [CH2:1]([NH:3][C:4]([C:6]1[C:14]2[C:9](=[N:10][CH:11]=[C:12](Br)[N:13]=2)[N:8](COCC[Si](C)(C)C)[CH:7]=1)=[O:5])[CH3:2].C(NC(C1C2C(=NC=C(Br)N=2)N(COCC[Si](C)(C)C)C=1)=O)(C)C.[CH2:48]([C:50]1[CH:51]=[C:52]([OH:56])[CH:53]=[CH:54][CH:55]=1)[CH3:49].C(C1C=C(O)C=CC=1)#N.